From a dataset of Catalyst prediction with 721,799 reactions and 888 catalyst types from USPTO. Predict which catalyst facilitates the given reaction. (1) Reactant: [Cl:1][C:2]1[CH:7]=[CH:6][C:5]([C:8]2[N:12]([C:13]3[CH:18]=[CH:17][C:16]([Cl:19])=[CH:15][C:14]=3[Cl:20])[N:11]=[C:10]([C:21]#[N:22])[C:9]=2[CH3:23])=[CH:4][CH:3]=1.C[Si]([N-:28][Si](C)(C)C)(C)C.[Li+].C([O-])(O)=O.[Na+].Br[CH2:40][C:41]([CH:43]1[CH2:48][CH2:47][CH2:46][CH2:45][CH2:44]1)=O. Product: [Cl:1][C:2]1[CH:3]=[CH:4][C:5]([C:8]2[N:12]([C:13]3[CH:18]=[CH:17][C:16]([Cl:19])=[CH:15][C:14]=3[Cl:20])[N:11]=[C:10]([C:21]3[NH:28][C:41]([CH:43]4[CH2:48][CH2:47][CH2:46][CH2:45][CH2:44]4)=[CH:40][N:22]=3)[C:9]=2[CH3:23])=[CH:6][CH:7]=1. The catalyst class is: 7. (2) Reactant: [NH2:1][CH2:2][C:3]1[O:7][C:6]([C:8]2[CH:13]=[CH:12][C:11]([C:14]3[C:19]([CH3:20])=[CH:18][CH:17]=[C:16]([C:21]([NH:23][CH:24]4[CH2:26][CH2:25]4)=[O:22])[CH:15]=3)=[CH:10][CH:9]=2)=[N:5][N:4]=1.C1C=CC2N(O)N=NC=2C=1.[CH3:37][C:38]1[CH:42]=[C:41]([CH2:43][C:44](O)=[O:45])[O:40][N:39]=1.CCN(C(C)C)C(C)C. Product: [CH:24]1([NH:23][C:21]([C:16]2[CH:15]=[C:14]([C:11]3[CH:10]=[CH:9][C:8]([C:6]4[O:7][C:3]([CH2:2][NH:1][C:44](=[O:45])[CH2:43][C:41]5[O:40][N:39]=[C:38]([CH3:37])[CH:42]=5)=[N:4][N:5]=4)=[CH:13][CH:12]=3)[C:19]([CH3:20])=[CH:18][CH:17]=2)=[O:22])[CH2:26][CH2:25]1. The catalyst class is: 607. (3) Reactant: C([O:5][C:6](=[O:29])[CH:7]([CH:26]([CH3:28])[CH3:27])[NH:8][C:9]([C:11]1[CH:20]=[C:19]2[C:14]([C:15]([Cl:25])=[CH:16][N:17]=[C:18]2[NH:21][C:22]([NH2:24])=[NH:23])=[CH:13][CH:12]=1)=[O:10])(C)(C)C.[C:30]([C:34]([OH:36])=[O:35])([F:33])([F:32])[F:31]. Product: [F:31][C:30]([F:33])([F:32])[C:34]([OH:36])=[O:35].[Cl:25][C:15]1[C:14]2[C:19](=[CH:20][C:11]([C:9]([NH:8][CH:7]([C:6]([OH:29])=[O:5])[CH:26]([CH3:28])[CH3:27])=[O:10])=[CH:12][CH:13]=2)[C:18]([NH:21][C:22]([NH2:24])=[NH:23])=[N:17][CH:16]=1. The catalyst class is: 11.